This data is from Full USPTO retrosynthesis dataset with 1.9M reactions from patents (1976-2016). The task is: Predict the reactants needed to synthesize the given product. (1) Given the product [Br:1][C:2]1[C:7](=[O:8])[N:6]2[CH:9]=[CH:10][CH:11]=[CH:12][C:5]2=[N:4][C:3]=1/[CH:13]=[CH:22]/[C:21]1[CH:24]=[CH:25][CH:26]=[C:27]([O:28][CH3:29])[C:20]=1[O:19][CH2:17][CH2:18][CH3:32], predict the reactants needed to synthesize it. The reactants are: [Br:1][C:2]1[C:7](=[O:8])[N:6]2[CH:9]=[CH:10][CH:11]=[CH:12][C:5]2=[N:4][C:3]=1[CH3:13].COC[CH:17]([O:19][C:20]1[CH:27]=[CH:26][CH:25]=[CH:24][C:21]=1[CH:22]=O)[CH3:18].[O-:28][CH2:29]C.[Na+].[CH2:32](O)C. (2) Given the product [NH2:26][C:15]1[CH:14]=[C:13]([CH2:12][CH2:11][C:7]2[CH:8]=[CH:9][CH:10]=[C:5]([O:4][CH3:3])[CH:6]=2)[CH:25]=[CH:24][C:16]=1[C:17]([O:19][C:20]([CH3:23])([CH3:22])[CH3:21])=[O:18], predict the reactants needed to synthesize it. The reactants are: CO.[CH3:3][O:4][C:5]1[CH:6]=[C:7](/[CH:11]=[CH:12]/[C:13]2[CH:25]=[CH:24][C:16]([C:17]([O:19][C:20]([CH3:23])([CH3:22])[CH3:21])=[O:18])=[C:15]([N+:26]([O-])=O)[CH:14]=2)[CH:8]=[CH:9][CH:10]=1. (3) Given the product [Cl:7][C:8]1[CH:9]=[CH:10][C:11]([CH:14]([OH:18])[CH2:15][CH2:16][NH:17][C:31](=[O:32])[O:30][C:27]([CH3:29])([CH3:28])[CH3:26])=[CH:12][CH:13]=1, predict the reactants needed to synthesize it. The reactants are: [H-].[H-].[H-].[H-].[Li+].[Al+3].[Cl:7][C:8]1[CH:13]=[CH:12][C:11]([C:14](=[O:18])[CH2:15][C:16]#[N:17])=[CH:10][CH:9]=1.CCN(CC)CC.[CH3:26][C:27]([O:30][C:31](O[C:31]([O:30][C:27]([CH3:29])([CH3:28])[CH3:26])=[O:32])=[O:32])([CH3:29])[CH3:28]. (4) Given the product [OH:1][C:2]1([C:6]2[C:7]([O:15][C@@H:16]([CH3:21])[C:17]([F:20])([F:18])[F:19])=[CH:8][C:9]([C:12]([NH:35][C:28]([CH3:34])([C:25]3[N:24]=[C:23]([CH3:22])[O:27][N:26]=3)[CH2:29][S:30]([CH3:33])(=[O:32])=[O:31])=[O:14])=[N:10][CH:11]=2)[CH2:5][CH2:4][CH2:3]1, predict the reactants needed to synthesize it. The reactants are: [OH:1][C:2]1([C:6]2[C:7]([O:15][C@@H:16]([CH3:21])[C:17]([F:20])([F:19])[F:18])=[CH:8][C:9]([C:12]([OH:14])=O)=[N:10][CH:11]=2)[CH2:5][CH2:4][CH2:3]1.[CH3:22][C:23]1[O:27][N:26]=[C:25]([C:28]([NH2:35])([CH3:34])[CH2:29][S:30]([CH3:33])(=[O:32])=[O:31])[N:24]=1.Br.